From a dataset of Forward reaction prediction with 1.9M reactions from USPTO patents (1976-2016). Predict the product of the given reaction. (1) Given the reactants Cl.[NH:2]1[CH2:5][CH:4]([C:6]2[C:11]([N:12]3[CH2:16][CH2:15][CH:14]([CH3:17])[CH2:13]3)=[N:10][CH:9]=[CH:8][N:7]=2)[CH2:3]1.Cl[C:19]1[CH:28]=[CH:27][C:26]2[C:21](=[CH:22][CH:23]=[CH:24][CH:25]=2)[N:20]=1.C([O-])([O-])=O.[Cs+].[Cs+], predict the reaction product. The product is: [CH3:17][CH:14]1[CH2:15][CH2:16][N:12]([C:11]2[C:6]([CH:4]3[CH2:5][N:2]([C:19]4[CH:28]=[CH:27][C:26]5[C:21](=[CH:22][CH:23]=[CH:24][CH:25]=5)[N:20]=4)[CH2:3]3)=[N:7][CH:8]=[CH:9][N:10]=2)[CH2:13]1. (2) Given the reactants Cl.[Br:2][C:3]1[CH:8]=[CH:7][C:6]([C@@H:9]2[CH2:11][C@H:10]2[CH2:12][NH2:13])=[CH:5][CH:4]=1.[CH3:14][C:15]([O:18][C:19](O[C:19]([O:18][C:15]([CH3:17])([CH3:16])[CH3:14])=[O:20])=[O:20])([CH3:17])[CH3:16].[OH-].[Na+], predict the reaction product. The product is: [C:15]([O:18][C:19](=[O:20])[NH:13][CH2:12][C@@H:10]1[CH2:11][C@H:9]1[C:6]1[CH:5]=[CH:4][C:3]([Br:2])=[CH:8][CH:7]=1)([CH3:17])([CH3:16])[CH3:14].